From a dataset of Full USPTO retrosynthesis dataset with 1.9M reactions from patents (1976-2016). Predict the reactants needed to synthesize the given product. Given the product [CH2:10]([CH:2]1[CH2:3][CH2:4][CH2:5][O:6][C:1]1=[O:7])[CH:9]=[CH2:8], predict the reactants needed to synthesize it. The reactants are: [C:1]1(=[O:7])[O:6][CH2:5][CH2:4][CH2:3][CH2:2]1.[CH2:8](Br)[CH:9]=[CH2:10].C1(=O)OCC1.BrCCCCCCCCC=C.